From a dataset of Reaction yield outcomes from USPTO patents with 853,638 reactions. Predict the reaction yield, written as a fraction of the theoretical maximum amount of product (1.0 means a 100% yield; for example, 0.34 means a 34% yield). (1) The reactants are [F:1][CH:2]([F:8])[C:3](=O)[CH2:4][C:5]#[N:6].O.[NH2:10][NH2:11]. The catalyst is CCO. The product is [F:1][CH:2]([F:8])[C:3]1[NH:11][N:10]=[C:5]([NH2:6])[CH:4]=1. The yield is 0.270. (2) The reactants are [C:1]([C:3]1[CH:4]=[C:5]([S:10]([NH:13][C:14]2[S:15][CH:16]=[N:17][N:18]=2)(=[O:12])=[O:11])[CH:6]=[CH:7][C:8]=1F)#[N:2].[Cl:19][C:20]1[CH:27]=[C:26]([OH:28])[CH:25]=[CH:24][C:21]=1[CH:22]=[O:23].OP([O-])([O-])=O.[K+].[K+]. The catalyst is CS(C)=O.O.Cl. The product is [Cl:19][C:20]1[CH:27]=[C:26]([CH:25]=[CH:24][C:21]=1[CH:22]=[O:23])[O:28][C:8]1[CH:7]=[CH:6][C:5]([S:10]([NH:13][C:14]2[S:15][CH:16]=[N:17][N:18]=2)(=[O:12])=[O:11])=[CH:4][C:3]=1[C:1]#[N:2]. The yield is 0.310. (3) The reactants are CS[C:3](=[C:6]([C:9]#[N:10])[C:7]#[N:8])SC.[CH2:11]([NH2:14])[CH2:12][NH2:13].C(OC(C)C)(C)C. The catalyst is C1COCC1. The product is [NH:13]1[CH2:12][CH2:11][NH:14][C:3]1=[C:6]([C:9]#[N:10])[C:7]#[N:8]. The yield is 0.855. (4) The reactants are [F:1][C:2]1[CH:3]=[CH:4][C:5]2[N:6]([CH:8]=[N:9][N:10]=2)[CH:7]=1.BrN1C(=O)CCC1=O.C(Cl)[Cl:20]. No catalyst specified. The product is [Cl:20][C:8]1[N:6]2[CH:7]=[C:2]([F:1])[CH:3]=[CH:4][C:5]2=[N:10][N:9]=1. The yield is 0.630.